This data is from Catalyst prediction with 721,799 reactions and 888 catalyst types from USPTO. The task is: Predict which catalyst facilitates the given reaction. (1) Reactant: [O:1]=[C:2]1[CH2:7][CH2:6][CH:5]([C:8]#[N:9])[CH:4]([S:10]([C:13]2[CH:18]=[CH:17][CH:16]=[CH:15][CH:14]=2)(=[O:12])=[O:11])[CH2:3]1.C1C=CC=CC=1.[CH2:25](O)[CH2:26][OH:27].O.C1(C)C=CC(S(O)(=O)=O)=CC=1. Product: [C:13]1([S:10]([CH:4]2[CH:5]([C:8]#[N:9])[CH2:6][CH2:7][C:2]3([O:27][CH2:26][CH2:25][O:1]3)[CH2:3]2)(=[O:12])=[O:11])[CH:14]=[CH:15][CH:16]=[CH:17][CH:18]=1. The catalyst class is: 25. (2) Reactant: C[O-].[Na+].C([O:7][C@@H:8]1[CH2:12][N:11]([C:13](=[O:15])[CH3:14])[C@@H:10]([C:16]2[C:30]([O:31][C:32]3[CH:37]=[CH:36][C:35]([S:38]([CH3:41])(=[O:40])=[O:39])=[CH:34][CH:33]=3)=[CH:29][C:19]3[N:20]=[C:21]([C:23]4[CH:28]=[CH:27][CH:26]=[CH:25][N:24]=4)[NH:22][C:18]=3[CH:17]=2)[CH2:9]1)(=O)C. Product: [OH:7][C@@H:8]1[CH2:12][N:11]([C:13](=[O:15])[CH3:14])[C@@H:10]([C:16]2[C:30]([O:31][C:32]3[CH:33]=[CH:34][C:35]([S:38]([CH3:41])(=[O:39])=[O:40])=[CH:36][CH:37]=3)=[CH:29][C:19]3[N:20]=[C:21]([C:23]4[CH:28]=[CH:27][CH:26]=[CH:25][N:24]=4)[NH:22][C:18]=3[CH:17]=2)[CH2:9]1. The catalyst class is: 5. (3) Reactant: C[O:2][C:3]1[CH:8]=[C:7]([C:9]2[N:14]3[N:15]=[CH:16][N:17]=[C:13]3[C:12]([NH:18][C:19]3[CH:34]=[CH:33][C:22]([C:23]([NH:25][CH2:26][C:27]4[CH:28]=[N:29][CH:30]=[CH:31][CH:32]=4)=[O:24])=[CH:21][CH:20]=3)=[CH:11][CH:10]=2)[CH:6]=[CH:5][N:4]=1.Cl.N1C=CC=CC=1. Product: [O:2]=[C:3]1[CH:8]=[C:7]([C:9]2[N:14]3[N:15]=[CH:16][N:17]=[C:13]3[C:12]([NH:18][C:19]3[CH:20]=[CH:21][C:22]([C:23]([NH:25][CH2:26][C:27]4[CH:28]=[N:29][CH:30]=[CH:31][CH:32]=4)=[O:24])=[CH:33][CH:34]=3)=[CH:11][CH:10]=2)[CH:6]=[CH:5][NH:4]1. The catalyst class is: 6. (4) Product: [C:17]([O:21][C:22]([N:24]1[CH2:29][CH2:28][CH:27]([C:30]2[C:39]3[C:34](=[CH:35][C:36]([O:6][CH:4]4[CH2:5][NH:2][CH2:3]4)=[CH:37][CH:38]=3)[N:33]=[CH:32][N:31]=2)[CH2:26][CH2:25]1)=[O:23])([CH3:20])([CH3:18])[CH3:19]. Reactant: Cl.[NH:2]1[CH2:5][CH:4]([OH:6])[CH2:3]1.CC([O-])(C)C.[K+].CS(C)=O.[C:17]([O:21][C:22]([N:24]1[CH2:29][CH2:28][CH:27]([C:30]2[C:39]3[C:34](=[CH:35][C:36](F)=[CH:37][CH:38]=3)[N:33]=[CH:32][N:31]=2)[CH2:26][CH2:25]1)=[O:23])([CH3:20])([CH3:19])[CH3:18]. The catalyst class is: 6. (5) Reactant: [CH3:1][C:2]([CH3:77])=[CH:3][CH2:4][CH2:5][C@:6]([O:54][C@@H:55]1[O:60][C@H:59]([CH2:61][O:62][C@@H]2O[C@H](CO)[C@@H](O)[C@H](O)[C@H]2O)[C@@H:58]([OH:74])[C@H:57]([OH:75])[C@H:56]1[OH:76])([C@@H:8]1[C@H:12]2[C@H:13]([OH:52])[CH2:14][C@@H:15]3[C@@:20]4([CH3:50])[CH2:21][CH2:22][C@H:23]([O:27][C@@H:28]5[O:33][C@H:32]([CH2:34][OH:35])[C@@H:31]([OH:36])[C@H:30]([OH:37])[C@H:29]5[O:38][C@@H]5O[C@H](CO)[C@@H](O)[C@H](O)[C@H]5O)[C:24]([CH3:26])([CH3:25])[C@@H:19]4[CH2:18][CH2:17][C@@:16]3([CH3:51])[C@:11]2([CH3:53])[CH2:10][CH2:9]1)[CH3:7]. Product: [CH3:1][C:2]([CH3:77])=[CH:3][CH2:4][CH2:5][C@:6]([O:54][C@@H:55]1[O:60][C@H:59]([CH2:61][OH:62])[C@@H:58]([OH:74])[C@H:57]([OH:75])[C@H:56]1[OH:76])([C@@H:8]1[C@H:12]2[C@H:13]([OH:52])[CH2:14][C@@H:15]3[C@@:20]4([CH3:50])[CH2:21][CH2:22][C@H:23]([O:27][C@@H:28]5[O:33][C@H:32]([CH2:34][OH:35])[C@@H:31]([OH:36])[C@H:30]([OH:37])[C@H:29]5[OH:38])[C:24]([CH3:25])([CH3:26])[C@@H:19]4[CH2:18][CH2:17][C@@:16]3([CH3:51])[C@:11]2([CH3:53])[CH2:10][CH2:9]1)[CH3:7]. The catalyst class is: 6.